Dataset: Forward reaction prediction with 1.9M reactions from USPTO patents (1976-2016). Task: Predict the product of the given reaction. (1) Given the reactants FC(F)(F)[C:3]1[CH:4]=[C:5]([NH:9][C:10](=[O:29])NC2C=CC(C3SC(CCC(OC)=O)=NC=3)=CC=2)[CH:6]=[CH:7][CH:8]=1.[NH2:32][C:33]1[CH:38]=[CH:37][C:36]([C:39]2[S:43][C:42]([C:44]([NH:47][S:48]([C:51]([F:54])([F:53])[F:52])(=[O:50])=[O:49])([CH3:46])[CH3:45])=[N:41][CH:40]=2)=[CH:35][CH:34]=1.C1(N=C=O)CCCCC1, predict the reaction product. The product is: [CH:5]1([NH:9][C:10](=[O:29])[NH:32][C:33]2[CH:34]=[CH:35][C:36]([C:39]3[S:43][C:42]([C:44]([NH:47][S:48]([C:51]([F:52])([F:53])[F:54])(=[O:50])=[O:49])([CH3:45])[CH3:46])=[N:41][CH:40]=3)=[CH:37][CH:38]=2)[CH2:6][CH2:7][CH2:8][CH2:3][CH2:4]1. (2) Given the reactants [NH2:1][C:2]1[CH:12]=[CH:11][C:5]([C:6]([N:8]([CH3:10])[CH3:9])=[O:7])=[CH:4][CH:3]=1.Cl[C:14]([O:16][CH2:17][C:18]([Cl:21])([Cl:20])[Cl:19])=[O:15], predict the reaction product. The product is: [Cl:19][C:18]([Cl:21])([Cl:20])[CH2:17][O:16][C:14](=[O:15])[NH:1][C:2]1[CH:12]=[CH:11][C:5]([C:6](=[O:7])[N:8]([CH3:10])[CH3:9])=[CH:4][CH:3]=1. (3) Given the reactants [C:1]([O:5][C:6](=[O:28])[C@H:7]([NH:20]C(OC(C)(C)C)=O)[CH2:8][N:9]1[C:13](=[O:14])[C:12]2=[CH:15][CH:16]=[CH:17][CH:18]=[C:11]2[C:10]1=[O:19])([CH3:4])([CH3:3])[CH3:2].Cl.CC(C(OC)=O)=C, predict the reaction product. The product is: [C:1]([O:5][C:6](=[O:28])[C@H:7]([NH2:20])[CH2:8][N:9]1[C:10](=[O:19])[C:11]2=[CH:18][CH:17]=[CH:16][CH:15]=[C:12]2[C:13]1=[O:14])([CH3:4])([CH3:2])[CH3:3]. (4) Given the reactants [NH2:1][CH2:2][CH2:3][N:4]1[C:12]2[CH:11]=[CH:10][CH:9]=[CH:8][C:7]=2[C:6]2[CH2:13][CH2:14][N:15]([C:18]([O:20][C:21]([CH3:24])([CH3:23])[CH3:22])=[O:19])[CH2:16][CH2:17][C:5]1=2.C(N(C(C)C)CC)(C)C.[C:34]1([S:40](Cl)(=[O:42])=[O:41])[CH:39]=[CH:38][CH:37]=[CH:36][CH:35]=1.C(O)(=O)CC(CC(O)=O)(C(O)=O)O, predict the reaction product. The product is: [C:34]1([S:40]([NH:1][CH2:2][CH2:3][N:4]2[C:12]3[CH:11]=[CH:10][CH:9]=[CH:8][C:7]=3[C:6]3[CH2:13][CH2:14][N:15]([C:18]([O:20][C:21]([CH3:24])([CH3:23])[CH3:22])=[O:19])[CH2:16][CH2:17][C:5]2=3)(=[O:42])=[O:41])[CH:39]=[CH:38][CH:37]=[CH:36][CH:35]=1.